From a dataset of Forward reaction prediction with 1.9M reactions from USPTO patents (1976-2016). Predict the product of the given reaction. (1) The product is: [F:1][C:2]1([F:6])[CH2:5][N:4]([C:21]([C:20]2[CH:24]=[CH:25][N:26]=[CH:27][C:19]=2[NH:18][C:16]([C:14]2[C:13]([NH:28][C:29]3[CH:30]=[N:31][CH:32]=[N:33][CH:34]=3)=[CH:12][CH:11]=[C:10]([CH:7]3[CH2:9][CH2:8]3)[N:15]=2)=[O:17])=[O:22])[CH2:3]1. Given the reactants [F:1][C:2]1([F:6])[CH2:5][NH:4][CH2:3]1.[CH:7]1([C:10]2[N:15]=[C:14]([C:16]([NH:18][C:19]3[CH:27]=[N:26][CH:25]=[CH:24][C:20]=3[C:21](O)=[O:22])=[O:17])[C:13]([NH:28][C:29]3[CH:30]=[N:31][CH:32]=[N:33][CH:34]=3)=[CH:12][CH:11]=2)[CH2:9][CH2:8]1, predict the reaction product. (2) Given the reactants [CH2:1]([O:8][C:9]1[CH:10]=[C:11]([CH2:16][OH:17])[CH:12]=[CH:13][C:14]=1[CH3:15])[C:2]1[CH:7]=[CH:6][CH:5]=[CH:4][CH:3]=1, predict the reaction product. The product is: [CH2:1]([O:8][C:9]1[CH:10]=[C:11]([CH:12]=[CH:13][C:14]=1[CH3:15])[CH:16]=[O:17])[C:2]1[CH:3]=[CH:4][CH:5]=[CH:6][CH:7]=1.